From a dataset of HIV replication inhibition screening data with 41,000+ compounds from the AIDS Antiviral Screen. Binary Classification. Given a drug SMILES string, predict its activity (active/inactive) in a high-throughput screening assay against a specified biological target. (1) The drug is CSC1=Nc2sc3c(c2CN1)CCCC3. The result is 0 (inactive). (2) The drug is O=C(NCCN(CCNC(=O)c1cccc(=O)n1O)CCN(CCNC(=O)c1cccc(=O)n1O)CCNC(=O)c1cccc(=O)n1O)c1cccc(=O)n1O. The result is 0 (inactive). (3) The drug is CC1C2c3ccccc3C(c3ccccc32)C1CN1C(CCO)COC1c1ccccc1. The result is 0 (inactive). (4) The molecule is Clc1cc(Cl)c2nncc(N3CC3)c2c1. The result is 0 (inactive).